This data is from Forward reaction prediction with 1.9M reactions from USPTO patents (1976-2016). The task is: Predict the product of the given reaction. Given the reactants [F:1][C:2]1[CH:16]=[CH:15][C:5]([O:6][C:7]2[CH:12]=[CH:11][C:10]([CH2:13][OH:14])=[CH:9][CH:8]=2)=[CH:4][C:3]=1[C:17]([F:20])([F:19])[F:18].Cl[C:22]1[CH:33]=[C:26]2[N:27]([CH3:32])[C@@H:28]([CH3:31])[CH2:29][CH2:30][N:25]2[C:24](=[O:34])[N:23]=1, predict the reaction product. The product is: [F:1][C:2]1[CH:16]=[CH:15][C:5]([O:6][C:7]2[CH:12]=[CH:11][C:10]([CH2:13][O:14][C:22]3[CH:33]=[C:26]4[N:27]([CH3:32])[C@@H:28]([CH3:31])[CH2:29][CH2:30][N:25]4[C:24](=[O:34])[N:23]=3)=[CH:9][CH:8]=2)=[CH:4][C:3]=1[C:17]([F:18])([F:19])[F:20].